This data is from Reaction yield outcomes from USPTO patents with 853,638 reactions. The task is: Predict the reaction yield, written as a fraction of the theoretical maximum amount of product (1.0 means a 100% yield; for example, 0.34 means a 34% yield). (1) The reactants are [NH2:1][C:2]1[N:7]=[CH:6][N:5]=[C:4]([N:8]2[C:12]3[CH:13]=[C:14]([C:17]#[C:18][CH:19]([CH:21]4[CH2:24][CH:23]([O:25][Si](C(C)(C)C)(C)C)[CH2:22]4)[OH:20])[CH:15]=[CH:16][C:11]=3[N:10]=[C:9]2[CH3:33])[N:3]=1.[F-].C([N+](CCCC)(CCCC)CCCC)CCC. The catalyst is O1CCCC1. The product is [NH2:1][C:2]1[N:7]=[CH:6][N:5]=[C:4]([N:8]2[C:12]3[CH:13]=[C:14]([C:17]#[C:18][CH:19]([CH:21]4[CH2:22][CH:23]([OH:25])[CH2:24]4)[OH:20])[CH:15]=[CH:16][C:11]=3[N:10]=[C:9]2[CH3:33])[N:3]=1. The yield is 0.570. (2) The reactants are I[C:2]1[CH:3]=[C:4]([CH2:41][O:42][C:43]2[C:71]([O:72][CH3:73])=[CH:70][C:46]3[C:47](=[O:69])[N:48]4[CH2:68][CH2:67][CH2:66][C@H:49]4[C@H:50]([O:59][CH:60]4[CH2:65][CH2:64][CH2:63][CH2:62][O:61]4)[N:51]([C:52]([O:54][C:55]([CH3:58])([CH3:57])[CH3:56])=[O:53])[C:45]=3[CH:44]=2)[CH:5]=[C:6]([CH2:8][O:9][C:10]2[C:38]([O:39][CH3:40])=[CH:37][C:13]3[C:14](=[O:36])[N:15]4[CH2:35][CH2:34][CH2:33][C@H:16]4[C@H:17]([O:26][CH:27]4[CH2:32][CH2:31][CH2:30][CH2:29][O:28]4)[N:18]([C:19]([O:21][C:22]([CH3:25])([CH3:24])[CH3:23])=[O:20])[C:12]=3[CH:11]=2)[CH:7]=1.[Si:74]([C:78]#[CH:79])([CH3:77])([CH3:76])[CH3:75].C(NCC)C. The catalyst is C1C=CC([P]([Pd]([P](C2C=CC=CC=2)(C2C=CC=CC=2)C2C=CC=CC=2)([P](C2C=CC=CC=2)(C2C=CC=CC=2)C2C=CC=CC=2)[P](C2C=CC=CC=2)(C2C=CC=CC=2)C2C=CC=CC=2)(C2C=CC=CC=2)C2C=CC=CC=2)=CC=1.[Cu]I. The product is [CH3:75][Si:74]([C:78]#[C:79][C:2]1[CH:7]=[C:6]([CH2:8][O:9][C:10]2[C:38]([O:39][CH3:40])=[CH:37][C:13]3[C:14](=[O:36])[N:15]4[CH2:35][CH2:34][CH2:33][C@H:16]4[C@H:17]([O:26][CH:27]4[CH2:32][CH2:31][CH2:30][CH2:29][O:28]4)[N:18]([C:19]([O:21][C:22]([CH3:25])([CH3:24])[CH3:23])=[O:20])[C:12]=3[CH:11]=2)[CH:5]=[C:4]([CH2:41][O:42][C:43]2[C:71]([O:72][CH3:73])=[CH:70][C:46]3[C:47](=[O:69])[N:48]4[CH2:68][CH2:67][CH2:66][C@H:49]4[C@H:50]([O:59][CH:60]4[CH2:65][CH2:64][CH2:63][CH2:62][O:61]4)[N:51]([C:52]([O:54][C:55]([CH3:57])([CH3:58])[CH3:56])=[O:53])[C:45]=3[CH:44]=2)[CH:3]=1)([CH3:77])[CH3:76]. The yield is 0.930. (3) The reactants are Cl[C:2]1[O:3][C:4]2[CH:10]=[CH:9][C:8]([C:11]#[N:12])=[CH:7][C:5]=2[N:6]=1.C(N(C(C)C)C(C)C)C.[C:22]([O:26][C:27]([N:29]1[CH2:34][CH2:33][CH:32]([NH2:35])[CH2:31][CH2:30]1)=[O:28])([CH3:25])([CH3:24])[CH3:23].Cl. The catalyst is C(#N)C. The product is [C:22]([O:26][C:27]([N:29]1[CH2:34][CH2:33][CH:32]([NH:35][C:2]2[O:3][C:4]3[CH:10]=[CH:9][C:8]([C:11]#[N:12])=[CH:7][C:5]=3[N:6]=2)[CH2:31][CH2:30]1)=[O:28])([CH3:25])([CH3:23])[CH3:24]. The yield is 0.760. (4) The reactants are Br[C:2]1[CH:3]=[C:4]([NH:10][C:11]2[CH:16]=[CH:15][C:14]([N:17]3[CH2:22][CH2:21][N:20]([CH2:23][CH2:24][O:25][CH3:26])[CH2:19][C@@H:18]3[CH3:27])=[CH:13][N:12]=2)[C:5](=[O:9])[N:6]([CH3:8])[CH:7]=1.[C:28]([O:31][CH2:32][C:33]1[C:34]([N:48]2[CH2:59][CH2:58][N:57]3[C:50](=[CH:51][C:52]4[CH2:53][C:54]([CH3:61])([CH3:60])[CH2:55][C:56]=43)[C:49]2=[O:62])=[N:35][CH:36]=[CH:37][C:38]=1B1OC(C)(C)C(C)(C)O1)(=[O:30])[CH3:29].[O-]P([O-])([O-])=O.[K+].[K+].[K+].C([O-])(=O)C.[Na+]. The catalyst is O.C1C=CC(P(C2C=CC=CC=2)[C-]2C=CC=C2)=CC=1.C1C=CC(P(C2C=CC=CC=2)[C-]2C=CC=C2)=CC=1.Cl[Pd]Cl.[Fe+2].C(#N)C. The product is [C:28]([O:31][CH2:32][C:33]1[C:34]([N:48]2[CH2:59][CH2:58][N:57]3[C:50](=[CH:51][C:52]4[CH2:53][C:54]([CH3:61])([CH3:60])[CH2:55][C:56]=43)[C:49]2=[O:62])=[N:35][CH:36]=[CH:37][C:38]=1[C:2]1[CH:3]=[C:4]([NH:10][C:11]2[CH:16]=[CH:15][C:14]([N:17]3[CH2:22][CH2:21][N:20]([CH2:23][CH2:24][O:25][CH3:26])[CH2:19][C@@H:18]3[CH3:27])=[CH:13][N:12]=2)[C:5](=[O:9])[N:6]([CH3:8])[CH:7]=1)(=[O:30])[CH3:29]. The yield is 0.650.